From a dataset of NCI-60 drug combinations with 297,098 pairs across 59 cell lines. Regression. Given two drug SMILES strings and cell line genomic features, predict the synergy score measuring deviation from expected non-interaction effect. (1) Drug 1: CCN(CC)CCNC(=O)C1=C(NC(=C1C)C=C2C3=C(C=CC(=C3)F)NC2=O)C. Drug 2: N.N.Cl[Pt+2]Cl. Cell line: 786-0. Synergy scores: CSS=59.4, Synergy_ZIP=-0.668, Synergy_Bliss=-0.241, Synergy_Loewe=-2.09, Synergy_HSA=-0.157. (2) Drug 1: CC=C1C(=O)NC(C(=O)OC2CC(=O)NC(C(=O)NC(CSSCCC=C2)C(=O)N1)C(C)C)C(C)C. Drug 2: CN(CC1=CN=C2C(=N1)C(=NC(=N2)N)N)C3=CC=C(C=C3)C(=O)NC(CCC(=O)O)C(=O)O. Cell line: OVCAR-4. Synergy scores: CSS=37.3, Synergy_ZIP=-1.25, Synergy_Bliss=1.04, Synergy_Loewe=-3.38, Synergy_HSA=1.72. (3) Drug 1: C1CN1C2=NC(=NC(=N2)N3CC3)N4CC4. Drug 2: CC12CCC3C(C1CCC2O)C(CC4=C3C=CC(=C4)O)CCCCCCCCCS(=O)CCCC(C(F)(F)F)(F)F. Cell line: ACHN. Synergy scores: CSS=28.0, Synergy_ZIP=0.539, Synergy_Bliss=3.94, Synergy_Loewe=-23.2, Synergy_HSA=1.98.